Dataset: Reaction yield outcomes from USPTO patents with 853,638 reactions. Task: Predict the reaction yield, written as a fraction of the theoretical maximum amount of product (1.0 means a 100% yield; for example, 0.34 means a 34% yield). (1) The reactants are [CH3:1][N:2]1[C:6](=[O:7])[C:5](=O)[NH:4][C:3]1=[O:9].N1C=CN=C1.C(N(CC)CC)C.Cl[Si](C)(C)C.[CH2:27]([NH2:34])[C:28]1[CH:33]=[CH:32][CH:31]=[CH:30][CH:29]=1. The catalyst is C(Cl)(Cl)Cl.O. The product is [CH2:27]([NH:34][C:5]1[C:6](=[O:7])[N:2]([CH3:1])[C:3](=[O:9])[N:4]=1)[C:28]1[CH:33]=[CH:32][CH:31]=[CH:30][CH:29]=1. The yield is 0.620. (2) The reactants are Cl[C:2]1[CH:3]=[C:4]([C:14]([NH:16][CH2:17][C:18]2[C:19](=[O:26])[NH:20][C:21]([CH3:25])=[CH:22][C:23]=2[CH3:24])=[O:15])[C:5]2[CH:10]=[N:9][N:8]([CH:11]([CH3:13])[CH3:12])[C:6]=2[N:7]=1.[CH3:27][S:28]([NH:31][C:32]1[CH:37]=[CH:36][C:35](B(O)O)=[CH:34][CH:33]=1)(=[O:30])=[O:29].C(=O)(O)[O-].[Na+].O. The catalyst is COCCOC.O.C1C=CC(P(C2C=CC=CC=2)[C-]2C=CC=C2)=CC=1.C1C=CC(P(C2C=CC=CC=2)[C-]2C=CC=C2)=CC=1.Cl[Pd]Cl.[Fe+2].C(Cl)Cl. The product is [CH3:24][C:23]1[CH:22]=[C:21]([CH3:25])[NH:20][C:19](=[O:26])[C:18]=1[CH2:17][NH:16][C:14]([C:4]1[C:5]2[CH:10]=[N:9][N:8]([CH:11]([CH3:13])[CH3:12])[C:6]=2[N:7]=[C:2]([C:35]2[CH:34]=[CH:33][C:32]([NH:31][S:28]([CH3:27])(=[O:29])=[O:30])=[CH:37][CH:36]=2)[CH:3]=1)=[O:15]. The yield is 0.360.